Task: Regression. Given a peptide amino acid sequence and an MHC pseudo amino acid sequence, predict their binding affinity value. This is MHC class II binding data.. Dataset: Peptide-MHC class II binding affinity with 134,281 pairs from IEDB (1) The peptide sequence is YVQIVRQIRSGERFL. The MHC is HLA-DQA10102-DQB10602 with pseudo-sequence HLA-DQA10102-DQB10602. The binding affinity (normalized) is 0.260. (2) The peptide sequence is SPALFHAFFGALKFK. The MHC is DRB1_0101 with pseudo-sequence DRB1_0101. The binding affinity (normalized) is 0.855. (3) The peptide sequence is TWYGKPTGAGPKDNG. The MHC is HLA-DPA10301-DPB10402 with pseudo-sequence HLA-DPA10301-DPB10402. The binding affinity (normalized) is 0.117. (4) The peptide sequence is SFFWFNEVLELEDDS. The binding affinity (normalized) is 0.178. The MHC is DRB1_0101 with pseudo-sequence DRB1_0101. (5) The peptide sequence is YHFDLSGHAFGAMAK. The MHC is HLA-DQA10501-DQB10201 with pseudo-sequence HLA-DQA10501-DQB10201. The binding affinity (normalized) is 0. (6) The peptide sequence is STVFLVPRRHGKTWF. The MHC is DRB1_0101 with pseudo-sequence DRB1_0101. The binding affinity (normalized) is 0.500.